This data is from Experimentally validated miRNA-target interactions with 360,000+ pairs, plus equal number of negative samples. The task is: Binary Classification. Given a miRNA mature sequence and a target amino acid sequence, predict their likelihood of interaction. The miRNA is hsa-miR-4446-5p with sequence AUUUCCCUGCCAUUCCCUUGGC. The protein sequence of the target gene is MRGPVGTEEELPRLFAEEMENEDEMSEEEDGGLEAFDDFFPVEPVSLPKKKKPKKLKENKCKGKRKKKEGSNDELSENEEDLEEKSESEGSDYSPNKKKKKKLKDKKEKKAKRKKKDEDEDDNDDGCLKEPKSSGQLMAEWGLDDVDYLFSEEDYHTLTNYKAFSQFLRPLIAKKNPKIPMSKMMTVLGAKWREFSANNPFKGSSAAAAAAAVAAAVETVTISPPLAVSPPQVPQPVPIRKAKTKEGKGPGVRKKIKGSKDGKKKGKGKKTAGLKFRFGGISNKRKKGSSSEEDEREESD.... Result: 1 (interaction).